This data is from HIV replication inhibition screening data with 41,000+ compounds from the AIDS Antiviral Screen. The task is: Binary Classification. Given a drug SMILES string, predict its activity (active/inactive) in a high-throughput screening assay against a specified biological target. The molecule is COc1ccc2cc1-c1cc(ccc1O)CC1NCCc3cc4c(cc31)Oc1c(c(OC)c(OC)c3c1C(C2)N(C)CC3)O4. The result is 0 (inactive).